This data is from Experimentally validated miRNA-target interactions with 360,000+ pairs, plus equal number of negative samples. The task is: Binary Classification. Given a miRNA mature sequence and a target amino acid sequence, predict their likelihood of interaction. (1) The miRNA is hsa-miR-520d-3p with sequence AAAGUGCUUCUCUUUGGUGGGU. The protein sequence of the target gene is MGQVLPVFAHCKEAPSTASSTPDSTEGGNDDSDFRELHTAREFSEEDEEETTSQDWGTPRELTFSYIAFDGVVGSGGRRDSTARRPRPQGRSVSEPRDQHPQPSLGDSLESIPSLSQSPEPGRRGDPDTAPPSERPLEDLRLRLDHLGWVARGTGSGEDSSTSSSTPLEDEEPQEPNRLETGEAGEELDLRLRLAQPSSPEVLTPQLSPGSGTPQAGTPSPSRSRDSNSGPEEPLLEEEEKQWGPLEREPVRGQCLDSTDQLEFTVEPRLLGTAMEWLKTSLLLAVYKTVPILELSPPLW.... Result: 1 (interaction). (2) The miRNA is mmu-miR-344c-3p with sequence UGAUCUAGUCAAAGCCUGACAGU. Result: 0 (no interaction). The protein sequence of the target gene is MGAHLTRRYLWDASVEPDPEKIPSFPPDLGFPERKERVMVATQQEMMDAQLTLQQRDYCAHYLIRLLKCKRDSFPNFLACKHEQHDWDYCEHLDYVKRMKEFERERRLLQRKKRRALKEARVAQGQGEGEVGPEVAL. (3) The miRNA is hsa-miR-4309 with sequence CUGGAGUCUAGGAUUCCA. The protein sequence of the target gene is MNTSLGPLSFKDVAVAFSQEEWQQLDPEERTTYRDVMLETYSNLVSVGYDIIKPDVIIKLEQGEEPWIVEGAFSPQSYPDEIRHMSRLMEEDQGGEENQSSSAVFSYRSRADASSKATDGETKPFPSQKALPQCNSCEKSLMCVSAFIRSDGSYAKLRPNVCAGCGKPLPCSKPEETHPGGESYEFSGDGDEDPLGEEGVYQKGHFLEEPFEYVECQKSFPKGTVFLNHLEEEPCDWNDAEVAFLQTSDLSAHQDSLMEMKPYECQQCGKSFCKKSKFVIHQRTHTGEKPFKCSQCGKSF.... Result: 0 (no interaction).